From a dataset of Forward reaction prediction with 1.9M reactions from USPTO patents (1976-2016). Predict the product of the given reaction. (1) Given the reactants [C:1]1([C:7]2([OH:17])[C@H:16]3[C@H:11]([CH2:12][CH2:13][CH2:14][CH2:15]3)[NH:10][CH2:9][CH2:8]2)[CH:6]=[CH:5][CH:4]=[CH:3][CH:2]=1.[CH3:18][N:19]1[CH:23]=[C:22]([S:24](Cl)(=[O:26])=[O:25])[N:21]=[CH:20]1, predict the reaction product. The product is: [CH3:18][N:19]1[CH:23]=[C:22]([S:24]([N:10]2[C@@H:11]3[C@@H:16]([CH2:15][CH2:14][CH2:13][CH2:12]3)[C:7]([C:1]3[CH:2]=[CH:3][CH:4]=[CH:5][CH:6]=3)([OH:17])[CH2:8][CH2:9]2)(=[O:26])=[O:25])[N:21]=[CH:20]1. (2) The product is: [F:22][C:21]([F:24])([F:23])[S:18]([O-:20])(=[O:19])=[O:17].[CH3:21][N+:8]1[CH:9]=[CH:10][N:6]([S:3](=[O:4])(=[O:5])[N:2]([CH3:1])[C:11]2[CH:12]=[CH:13][CH:14]=[CH:15][CH:16]=2)[CH:7]=1. Given the reactants [CH3:1][N:2]([C:11]1[CH:16]=[CH:15][CH:14]=[CH:13][CH:12]=1)[S:3]([N:6]1[CH:10]=[CH:9][N:8]=[CH:7]1)(=[O:5])=[O:4].[O:17](C)[S:18]([C:21]([F:24])([F:23])[F:22])(=[O:20])=[O:19], predict the reaction product. (3) Given the reactants FC1C=CC=CC=1C(Cl)=O.[C:11]1([C:21](Cl)=[O:22])[C:20]2[C:15](=[CH:16][CH:17]=[CH:18][CH:19]=2)[CH:14]=[CH:13][CH:12]=1.[NH2:24][C:25]1[CH:26]=[C:27]([CH:38]=[CH:39][N:40]=1)[C:28]([NH:30][CH2:31][C:32]1[CH:37]=[CH:36][CH:35]=[CH:34][CH:33]=1)=[O:29], predict the reaction product. The product is: [C:11]1([C:21]([NH:24][C:25]2[CH:26]=[C:27]([CH:38]=[CH:39][N:40]=2)[C:28]([NH:30][CH2:31][C:32]2[CH:37]=[CH:36][CH:35]=[CH:34][CH:33]=2)=[O:29])=[O:22])[C:20]2[C:15](=[CH:16][CH:17]=[CH:18][CH:19]=2)[CH:14]=[CH:13][CH:12]=1. (4) Given the reactants [NH2:1][CH2:2][CH2:3][NH:4][C:5]([C:7]1([C:11]#[N:12])[CH2:10][CH2:9][CH2:8]1)=O.C1COCC1.B.C1COCC1.Cl, predict the reaction product. The product is: [NH2:12][CH2:11][C:7]1([CH2:5][NH:4][CH2:3][CH2:2][NH2:1])[CH2:10][CH2:9][CH2:8]1.